From a dataset of Catalyst prediction with 721,799 reactions and 888 catalyst types from USPTO. Predict which catalyst facilitates the given reaction. (1) Reactant: C(OC(=O)[NH:7][C@H:8]1[CH2:13][CH2:12][C@H:11]([CH2:14][CH2:15][CH2:16][CH2:17][CH2:18][Br:19])[CH2:10][CH2:9]1)(C)(C)C.CO.Br.C(Br)(=O)C. Product: [Br:19][CH2:18][CH2:17][CH2:16][CH2:15][CH2:14][C@H:11]1[CH2:10][CH2:9][C@H:8]([NH2:7])[CH2:13][CH2:12]1. The catalyst class is: 11. (2) The catalyst class is: 3. Product: [N+:11]([C:14]1[CH:19]=[CH:18][C:17]([O:20][C:2]2[C:3]3[CH:10]=[CH:9][NH:8][C:4]=3[N:5]=[CH:6][N:7]=2)=[CH:16][CH:15]=1)([O-:13])=[O:12]. Reactant: Cl[C:2]1[C:3]2[CH:10]=[CH:9][NH:8][C:4]=2[N:5]=[CH:6][N:7]=1.[N+:11]([C:14]1[CH:19]=[CH:18][C:17]([OH:20])=[CH:16][CH:15]=1)([O-:13])=[O:12].C(=O)([O-])[O-].[K+].[K+].O. (3) Reactant: C(SCC)C.[Al+3].[Cl-].[Cl-].[Cl-].C[O:11][C:12]1[C:13]([CH3:33])=[CH:14][C:15]2[CH2:21][CH:20]([CH2:22][C:23]([O:25][CH2:26][CH3:27])=[O:24])[C:19]3[CH:28]=[CH:29][CH:30]=[CH:31][C:18]=3[CH2:17][C:16]=2[CH:32]=1. Product: [OH:11][C:12]1[C:13]([CH3:33])=[CH:14][C:15]2[CH2:21][CH:20]([CH2:22][C:23]([O:25][CH2:26][CH3:27])=[O:24])[C:19]3[CH:28]=[CH:29][CH:30]=[CH:31][C:18]=3[CH2:17][C:16]=2[CH:32]=1. The catalyst class is: 2.